From a dataset of Forward reaction prediction with 1.9M reactions from USPTO patents (1976-2016). Predict the product of the given reaction. (1) Given the reactants [CH3:1][C:2]([O:11][CH2:12][C@@H:13]1[CH2:18][CH2:17][CH2:16][C@H:15]([O:19]C2CCCCO2)[CH2:14]1)([CH3:10])[C:3]([O:5][C:6]([CH3:9])([CH3:8])[CH3:7])=[O:4].O.C1(C)C(S(O)(=O)=O)=CC=CC=1.C1(C)C(S(O)(=O)=O)=CC=CC=1.C(=O)(O)[O-].[Na+], predict the reaction product. The product is: [OH:19][C@H:15]1[CH2:16][CH2:17][CH2:18][C@@H:13]([CH2:12][O:11][C:2]([CH3:10])([CH3:1])[C:3]([O:5][C:6]([CH3:9])([CH3:8])[CH3:7])=[O:4])[CH2:14]1. (2) The product is: [Br:1][C:2]1[CH:7]=[C:6]2[C:5]([C:8]([C:18]3[CH:19]=[N:20][CH:21]=[N:22][CH:23]=3)=[N:9][NH:10]2)=[CH:4][CH:3]=1. Given the reactants [Br:1][C:2]1[CH:7]=[CH:6][C:5]([C:8]([C:18]2[CH:19]=[N:20][CH:21]=[N:22][CH:23]=2)=[N:9][NH:10]C(OC(C)(C)C)=O)=[C:4](F)[CH:3]=1.CCCCCCC=CCCC, predict the reaction product. (3) Given the reactants [Cl:1][C:2]1[CH:21]=[CH:20][C:5]2[N:6]3[C:12](=[O:13])[CH2:11][CH:10]([C:14]4[CH:19]=[CH:18][CH:17]=[CH:16][CH:15]=4)[CH2:9][C:7]3=[N:8][C:4]=2[CH:3]=1.[Cl:22]C1C=CC2N=C3CC(C4C=CC=CC=4)CC(=O)N3C=2C=1.[NH3:43], predict the reaction product. The product is: [Cl:1][C:2]1[CH:21]=[CH:20][C:5]2[N:43]=[C:7]([CH2:9][CH:10]([C:14]3[CH:19]=[CH:18][C:17]([Cl:22])=[CH:16][CH:15]=3)[CH2:11][C:12]([NH2:6])=[O:13])[NH:8][C:4]=2[CH:3]=1. (4) Given the reactants COC(C1C=C(NS(C2C=CC(C)=CC=2)(=O)=O)C2C(=C(OCC3C=CC=CC=3)C=CC=2)N=1)=O.[CH3:34][O:35][C:36]([C:38]1[CH:47]=[C:46]([OH:48])[C:45]2[C:40](=[C:41]([O:57]CC3C=CC=CC=3)[CH:42]=[C:43]([C:49]3[CH:54]=[CH:53][C:52]([O:55][CH3:56])=[CH:51][CH:50]=3)[CH:44]=2)[N:39]=1)=[O:37], predict the reaction product. The product is: [CH3:34][O:35][C:36]([C:38]1[CH:47]=[C:46]([OH:48])[C:45]2[C:40](=[C:41]([OH:57])[CH:42]=[C:43]([C:49]3[CH:54]=[CH:53][C:52]([O:55][CH3:56])=[CH:51][CH:50]=3)[CH:44]=2)[N:39]=1)=[O:37].